This data is from Forward reaction prediction with 1.9M reactions from USPTO patents (1976-2016). The task is: Predict the product of the given reaction. (1) Given the reactants [CH2:1]([O:8][C:9]1[CH:16]=[CH:15][C:12]([CH:13]=O)=[C:11]([I:17])[CH:10]=1)[C:2]1[CH:7]=[CH:6][CH:5]=[CH:4][CH:3]=1.[CH3:18][C:19]([CH3:21])=[O:20].[OH-].[Na+], predict the reaction product. The product is: [CH2:1]([O:8][C:9]1[CH:16]=[CH:15][C:12]([CH:13]=[CH:18][C:19](=[O:20])[CH3:21])=[C:11]([I:17])[CH:10]=1)[C:2]1[CH:7]=[CH:6][CH:5]=[CH:4][CH:3]=1. (2) Given the reactants [C:26]([C:24]1([C:28]2[CH:29]=[CH:30][C:31]([F:34])=[CH:32][CH:33]=2)[CH2:23][CH:22](C[Si](O[Si](C[CH:22]2[CH2:25][C:24]([C:28]3[CH:33]=[CH:32][C:31]([F:34])=[CH:30][CH:29]=3)([C:26]#[N:27])[CH2:23]2)(C)C(C)(C)C)(C(C)(C)C)C)[CH2:25]1)#[N:27].[CH2:42]([Mg]Br)[CH3:43].[BH4-].[Na+].[OH-:48].[Na+], predict the reaction product. The product is: [NH2:27][CH:26]([C:24]1([C:28]2[CH:29]=[CH:30][C:31]([F:34])=[CH:32][CH:33]=2)[CH2:23][CH:22]([OH:48])[CH2:25]1)[CH2:42][CH3:43]. (3) Given the reactants [C:1]([O:5][C:6]([NH:8][CH2:9][C:10]1[CH:11]=[CH:12][C:13]([C:16]([OH:18])=O)=[N:14][CH:15]=1)=[O:7])([CH3:4])([CH3:3])[CH3:2].Cl.CN.O[N:23]1[C:27]2C=CC=CC=2N=N1.Cl.CN(C)CCCN=C=NCC, predict the reaction product. The product is: [CH3:27][NH:23][C:16]([C:13]1[N:14]=[CH:15][C:10]([CH2:9][NH:8][C:6](=[O:7])[O:5][C:1]([CH3:2])([CH3:3])[CH3:4])=[CH:11][CH:12]=1)=[O:18]. (4) Given the reactants C(OC([NH:8][C@H:9]1[CH2:14][CH2:13][C@H:12]([N:15]2[C:23](=[O:24])[NH:22][C:21]3[C:16]2=[N:17][C:18]([C:30]2[CH:35]=[CH:34][CH:33]=[C:32]([OH:36])[CH:31]=2)=[N:19][C:20]=3[C:25]([O:27]CC)=O)[CH2:11][CH2:10]1)=O)(C)(C)C.[NH2:37]C1C(C(OCC)=O)=NC(C2C=CC=C(O)C=2)=NC=1N[C@H]1CC[C@H](NC(OC(C)(C)C)=O)CC1, predict the reaction product. The product is: [NH2:8][C@H:9]1[CH2:14][CH2:13][C@H:12]([N:15]2[C:23](=[O:24])[NH:22][C:21]3[C:16]2=[N:17][C:18]([C:30]2[CH:35]=[CH:34][CH:33]=[C:32]([OH:36])[CH:31]=2)=[N:19][C:20]=3[C:25]([NH2:37])=[O:27])[CH2:11][CH2:10]1. (5) Given the reactants [Cl:1][C:2]1[CH:22]=[C:21]([O:23][CH2:24][CH:25]=[C:26]([Cl:28])[Cl:27])[CH:20]=[C:19]([Cl:29])[C:3]=1[O:4][CH2:5][CH2:6][CH2:7][O:8][C:9]1[CH:14]=[CH:13][C:12]([CH2:15][C:16](=[O:18])[CH3:17])=[CH:11][CH:10]=1.Cl.[N:31](OCCC(C)C)=[O:32].C(N(CC)CC)C, predict the reaction product. The product is: [Cl:1][C:2]1[CH:22]=[C:21]([O:23][CH2:24][CH:25]=[C:26]([Cl:28])[Cl:27])[CH:20]=[C:19]([Cl:29])[C:3]=1[O:4][CH2:5][CH2:6][CH2:7][O:8][C:9]1[CH:14]=[CH:13][C:12]([C:15](=[N:31][OH:32])[C:16](=[O:18])[CH3:17])=[CH:11][CH:10]=1.